Dataset: Blood-brain barrier permeability classification from the B3DB database. Task: Regression/Classification. Given a drug SMILES string, predict its absorption, distribution, metabolism, or excretion properties. Task type varies by dataset: regression for continuous measurements (e.g., permeability, clearance, half-life) or binary classification for categorical outcomes (e.g., BBB penetration, CYP inhibition). Dataset: b3db_classification. (1) The compound is CC1(C)CCN(C(=O)Cc2ccc(Cl)c(Cl)c2)C(CN2CCCC2)C1. The result is 1 (penetrates BBB). (2) The drug is CCCNC1CCc2nc(N)sc2C1. The result is 1 (penetrates BBB). (3) The compound is C#C[C@]1(O)CC[C@H]2[C@@H]3CCc4cc(O)ccc4[C@H]3CC[C@@]21C. The result is 0 (does not penetrate BBB). (4) The drug is CC1=C(C(=O)O)N2C(=O)C(NC(=O)C(N)c3ccc(O)c(Cl)c3)C2SC1. The result is 0 (does not penetrate BBB). (5) The result is 1 (penetrates BBB). The compound is CC(C)CCNCC1COc2ccccc2O1. (6) The molecule is CCCOC(C)=O. The result is 1 (penetrates BBB). (7) The compound is CC(C)Cc1ccc(C(C)C(=O)O)cc1. The result is 1 (penetrates BBB). (8) The compound is C[C@]12C[C@H](O)[C@H]3[C@@H](CCC4=CC(=O)CC[C@@]43C)[C@@H]1CC[C@]2(O)C(=O)CS. The result is 1 (penetrates BBB). (9) The compound is CCN1CCC[C@H]1CNC(=O)c1cc(S(N)(=O)=O)ccc1OC. The result is 1 (penetrates BBB). (10) The compound is O=C1NCCCC1N1C(=O)c2ccccc2S1(=O)=O. The result is 1 (penetrates BBB).